Predict the product of the given reaction. From a dataset of Forward reaction prediction with 1.9M reactions from USPTO patents (1976-2016). (1) The product is: [Cl:1][C:2]1[N:3]=[CH:4][C:5]([C:6]2[S:31][C:10]([C:11]([O:13][CH3:14])=[O:12])=[N:9][N:8]=2)=[C:16]([NH:18][CH:19]([CH3:21])[CH3:20])[CH:17]=1. Given the reactants [Cl:1][C:2]1[CH:17]=[C:16]([NH:18][CH:19]([CH3:21])[CH3:20])[C:5]([C:6]([NH:8][NH:9][C:10](=O)[C:11]([O:13][CH3:14])=[O:12])=O)=[CH:4][N:3]=1.COC1C=CC(P2(SP(C3C=CC(OC)=CC=3)(=S)S2)=[S:31])=CC=1, predict the reaction product. (2) Given the reactants [Cl:1][C:2]1[CH:3]=[C:4]([C@@:8]([C@@H:17]2[CH2:22][CH2:21][CH2:20][N:19]([C:23](=[O:45])[NH:24][C@H:25]([CH2:33][N:34]([CH3:44])[C:35]([O:37][CH2:38][CH2:39][Si:40]([CH3:43])([CH3:42])[CH3:41])=[O:36])[CH2:26][CH:27]3[CH2:32][CH2:31][CH2:30][CH2:29][CH2:28]3)[CH2:18]2)([O:10][CH2:11][C:12]([O:14]CC)=O)[CH3:9])[CH:5]=[CH:6][CH:7]=1.[CH3:46][NH2:47], predict the reaction product. The product is: [Cl:1][C:2]1[CH:3]=[C:4]([C@@:8]([C@@H:17]2[CH2:22][CH2:21][CH2:20][N:19]([C:23]([NH:24][C@@H:25]([CH2:26][CH:27]3[CH2:32][CH2:31][CH2:30][CH2:29][CH2:28]3)[CH2:33][N:34]([CH3:44])[C:35](=[O:36])[O:37][CH2:38][CH2:39][Si:40]([CH3:41])([CH3:42])[CH3:43])=[O:45])[CH2:18]2)([O:10][CH2:11][C:12]([NH:47][CH3:46])=[O:14])[CH3:9])[CH:5]=[CH:6][CH:7]=1. (3) Given the reactants C1(P(C2C=CC=CC=2)C2C=CC=CC=2)C=CC=CC=1.[C:20]([CH:27]([NH2:33])[CH2:28][CH2:29][N:30]=[N+]=[N-])([O:22][C:23]([CH3:26])([CH3:25])[CH3:24])=[O:21].O, predict the reaction product. The product is: [C:20]([CH:27]([NH2:33])[CH2:28][CH2:29][NH2:30])([O:22][C:23]([CH3:24])([CH3:25])[CH3:26])=[O:21]. (4) Given the reactants C(N(C1C2C(=CC=CC=2)C(OC2C=CN=C(Cl)N=2)=CC=1)C(=O)O)(C)(C)C.C(N(C1C2C(=CC=CC=2)C(OC2C=CN=C([NH:52][C:53]3[CH:58]=[C:57]([O:59][CH2:60][CH2:61][O:62][CH2:63][CH2:64][O:65][CH2:66][CH2:67][O:68][CH3:69])[CH:56]=[C:55]([O:70][CH3:71])[CH:54]=3)N=2)=CC=1)C(=O)O)(C)(C)C.C([O-])(O)=O.[Na+], predict the reaction product. The product is: [CH3:71][O:70][C:55]1[CH:54]=[C:53]([CH:58]=[C:57]([O:59][CH2:60][CH2:61][O:62][CH2:63][CH2:64][O:65][CH2:66][CH2:67][O:68][CH3:69])[CH:56]=1)[NH2:52].